From a dataset of Forward reaction prediction with 1.9M reactions from USPTO patents (1976-2016). Predict the product of the given reaction. (1) Given the reactants [C:1]([O:4][CH2:5][CH2:6][C:7]1[CH:12]=[CH:11][C:10]2[O:13][CH2:14][O:15][C:9]=2[CH:8]=1)(=[O:3])[CH3:2].[N+:16]([O-])([OH:18])=[O:17].O, predict the reaction product. The product is: [C:1]([O:4][CH2:5][CH2:6][C:7]1[C:12]([N+:16]([O-:18])=[O:17])=[CH:11][C:10]2[O:13][CH2:14][O:15][C:9]=2[CH:8]=1)(=[O:3])[CH3:2]. (2) Given the reactants [Cl:1][C:2]1[N:7]=[C:6]([C:8]2[CH:13]=[CH:12][C:11]([N+:14]([O-])=O)=[CH:10][N:9]=2)[N:5]=[C:4]([NH:17][CH2:18][C:19]([F:22])([F:21])[F:20])[C:3]=1[C:23]1[C:28]([F:29])=[CH:27][C:26]([F:30])=[CH:25][C:24]=1[F:31], predict the reaction product. The product is: [NH2:14][C:11]1[CH:12]=[CH:13][C:8]([C:6]2[N:5]=[C:4]([NH:17][CH2:18][C:19]([F:22])([F:21])[F:20])[C:3]([C:23]3[C:28]([F:29])=[CH:27][C:26]([F:30])=[CH:25][C:24]=3[F:31])=[C:2]([Cl:1])[N:7]=2)=[N:9][CH:10]=1. (3) Given the reactants [C:1]([O:5][C:6]([N:8]1[CH2:14][CH2:13][C:12]2[C:15]([SH:20])=[C:16]([Cl:19])[CH:17]=[CH:18][C:11]=2[CH2:10][CH2:9]1)=[O:7])([CH3:4])([CH3:3])[CH3:2].C(N(CC)CC)C.[C:28]([C:30]1[CH:31]=[C:32]([CH:43]=[CH:44][CH:45]=1)[C:33]([C:35]1[CH:42]=[CH:41][C:38]([CH2:39]Br)=[CH:37][CH:36]=1)=[O:34])#[N:29], predict the reaction product. The product is: [C:1]([O:5][C:6]([N:8]1[CH2:14][CH2:13][C:12]2[C:15]([S:20][CH2:39][C:38]3[CH:37]=[CH:36][C:35]([C:33](=[O:34])[C:32]4[CH:43]=[CH:44][CH:45]=[C:30]([C:28]#[N:29])[CH:31]=4)=[CH:42][CH:41]=3)=[C:16]([Cl:19])[CH:17]=[CH:18][C:11]=2[CH2:10][CH2:9]1)=[O:7])([CH3:4])([CH3:2])[CH3:3].